Dataset: Retrosynthesis with 50K atom-mapped reactions and 10 reaction types from USPTO. Task: Predict the reactants needed to synthesize the given product. The reactants are: CI.OCc1cccc(F)c1O. Given the product COc1c(F)cccc1CO, predict the reactants needed to synthesize it.